From a dataset of Forward reaction prediction with 1.9M reactions from USPTO patents (1976-2016). Predict the product of the given reaction. (1) Given the reactants C(=O)([O-])[O-].[Cs+].[Cs+].Cl[C:8]1[NH:9][C:10]2[CH:16]=[CH:15][CH:14]=[CH:13][C:11]=2[N:12]=1.[CH3:17][O:18][C:19]1[CH:20]=[C:21]([OH:25])[CH:22]=[CH:23][CH:24]=1, predict the reaction product. The product is: [CH3:17][O:18][C:19]1[CH:20]=[C:21]([CH:22]=[CH:23][CH:24]=1)[O:25][C:8]1[NH:9][C:10]2[CH:16]=[CH:15][CH:14]=[CH:13][C:11]=2[N:12]=1. (2) Given the reactants [N:1]1[CH:6]=[CH:5][C:4]([CH2:7][CH2:8][N:9]2[CH2:29][CH2:28][C:12]3([CH2:17][C:16](=[O:18])[N:15]([CH2:19][C:20]([O:22]C(C)(C)C)=[O:21])[C:14](=[O:27])[CH2:13]3)[CH2:11][CH2:10]2)=[CH:3][CH:2]=1, predict the reaction product. The product is: [C:20]([OH:22])(=[O:21])[CH3:19].[C:20]([OH:22])(=[O:21])[CH3:19].[NH:1]1[CH2:6][CH2:5][CH:4]([CH2:7][CH2:8][N:9]2[CH2:10][CH2:11][C:12]3([CH2:17][C:16](=[O:18])[N:15]([CH2:19][C:20]([OH:22])=[O:21])[C:14](=[O:27])[CH2:13]3)[CH2:28][CH2:29]2)[CH2:3][CH2:2]1.